The task is: Predict the reactants needed to synthesize the given product.. This data is from Full USPTO retrosynthesis dataset with 1.9M reactions from patents (1976-2016). (1) Given the product [Cl:1][C:2]1[CH:3]=[C:4]2[C:9](=[CH:10][C:11]=1[C:12]([N:72]1[CH2:73][CH2:74][CH2:75][C@@H:71]1[CH2:70][NH:69][C:63]1[CH:68]=[CH:67][CH:66]=[CH:65][CH:64]=1)=[O:13])[N:8]=[CH:7][N:6]=[C:5]2[NH:15][CH:16]([C:18]1[NH:22][C:21]2[CH:23]=[CH:24][C:25]([Cl:27])=[CH:26][C:20]=2[N:19]=1)[CH3:17], predict the reactants needed to synthesize it. The reactants are: [Cl:1][C:2]1[CH:3]=[C:4]2[C:9](=[CH:10][C:11]=1[C:12](O)=[O:13])[N:8]=[CH:7][N:6]=[C:5]2[NH:15][CH:16]([C:18]1[NH:22][C:21]2[CH:23]=[CH:24][C:25]([Cl:27])=[CH:26][C:20]=2[N:19]=1)[CH3:17].FC1C(OC(N(C)C)=[N+](C)C)=C(F)C(F)=C(F)C=1F.F[P-](F)(F)(F)(F)F.C(N(C(C)C)CC)(C)C.[C:63]1([NH:69][CH2:70][C@H:71]2[CH2:75][CH2:74][CH2:73][NH:72]2)[CH:68]=[CH:67][CH:66]=[CH:65][CH:64]=1. (2) Given the product [C:28]1([C:25]2[N:24]=[C:23]([C:21]([CH:20]([NH:19][C:5](=[O:7])[C@@H:4]([CH2:8][C:9]([N:11]3[CH2:16][CH2:15][O:14][CH2:13][CH2:12]3)=[O:10])[CH2:3][C:2]([CH3:1])([CH3:18])[CH3:17])[CH2:34][CH3:35])=[O:22])[O:27][N:26]=2)[CH:29]=[CH:30][CH:31]=[CH:32][CH:33]=1, predict the reactants needed to synthesize it. The reactants are: [CH3:1][C:2]([CH3:18])([CH3:17])[CH2:3][CH:4]([CH2:8][C:9]([N:11]1[CH2:16][CH2:15][O:14][CH2:13][CH2:12]1)=[O:10])[C:5]([OH:7])=O.[NH2:19][CH:20]([CH2:34][CH3:35])[C@@H:21]([C:23]1[O:27][N:26]=[C:25]([C:28]2[CH:33]=[CH:32][CH:31]=[CH:30][CH:29]=2)[N:24]=1)[OH:22]. (3) The reactants are: [CH2:1]([N:3]([CH2:69][CH3:70])[C:4]1[CH:9]=[CH:8][C:7]([NH:10][C:11](=[O:49])[C:12]2[CH:48]=[CH:47][CH:46]=[C:14]([C:15]([N:17]([CH3:45])[CH2:18][CH2:19][N:20]([CH3:44])[CH2:21][CH2:22][O:23][CH2:24][CH2:25][O:26][CH2:27][CH2:28][O:29][CH2:30][CH2:31][NH:32][C:33](=[O:43])NCCN3CCOCC3)=[O:16])[CH:13]=2)=[C:6]([C:50]2[CH:55]=[C:54]([C:56](=[O:68])[NH:57][C@@H:58]3[C:67]4[C:62](=[CH:63][CH:64]=[CH:65][CH:66]=4)[CH2:61][CH2:60][CH2:59]3)[CH:53]=[CH:52][N:51]=2)[CH:5]=1)[CH3:2].[NH:71]([CH2:75][CH2:76][OH:77])[CH2:72][CH2:73][OH:74].C(N(CC)C1C=CC(NC(C2C=C(C(=O)N(C)CCN(C)CCOCCOCCOCCNC(=O)OC3C=CC([N+]([O-])=O)=CC=3)C=CC=2)=O)=C(C2C=C(C(=O)N[C@@H]3C4C(=CC=CC=4)CCC3)C=CN=2)C=1)C. Given the product [CH2:69]([N:3]([CH2:1][CH3:2])[C:4]1[CH:9]=[CH:8][C:7]([NH:10][C:11](=[O:49])[C:12]2[CH:48]=[CH:47][CH:46]=[C:14]([C:15]([N:17]([CH2:18][CH2:19][N:20]([CH3:44])[CH2:21][CH2:22][O:23][CH2:24][CH2:25][O:26][CH2:27][CH2:28][O:29][CH2:30][CH2:31][NH:32][C:33](=[O:43])[N:71]([CH2:75][CH2:76][OH:77])[CH2:72][CH2:73][OH:74])[CH3:45])=[O:16])[CH:13]=2)=[C:6]([C:50]2[CH:55]=[C:54]([C:56](=[O:68])[NH:57][C@@H:58]3[C:67]4[C:62](=[CH:63][CH:64]=[CH:65][CH:66]=4)[CH2:61][CH2:60][CH2:59]3)[CH:53]=[CH:52][N:51]=2)[CH:5]=1)[CH3:70], predict the reactants needed to synthesize it. (4) Given the product [O-2:2].[O-2:8].[O-2:2].[O-2:2].[Co+2:12].[Co+3:12].[Co+3:12].[V:15].[Co:12], predict the reactants needed to synthesize it. The reactants are: C(=O)([O-])[O-:2].[Li+].[Li+].[Li].[O-2:8].[O-2].[O-2].[O-2].[Co+2:12].[Co+3].[Co+3].[V+5:15].[Co].